From a dataset of Full USPTO retrosynthesis dataset with 1.9M reactions from patents (1976-2016). Predict the reactants needed to synthesize the given product. (1) Given the product [CH3:28][O:27][C:22]1[CH:23]=[CH:24][CH:25]=[CH:26][C:21]=1[CH2:20][N:14]1[CH2:13][CH2:12][CH:11]([NH:10][C:9]2[C:4]3[C:3]([CH3:18])=[C:2]([Cl:1])[S:17][C:5]=3[N:6]=[CH:7][N:8]=2)[CH2:16][CH2:15]1, predict the reactants needed to synthesize it. The reactants are: [Cl:1][C:2]1[S:17][C:5]2[N:6]=[CH:7][N:8]=[C:9]([NH:10][CH:11]3[CH2:16][CH2:15][NH:14][CH2:13][CH2:12]3)[C:4]=2[C:3]=1[CH3:18].Cl[CH2:20][C:21]1[CH:26]=[CH:25][CH:24]=[CH:23][C:22]=1[O:27][CH3:28]. (2) Given the product [C:7](=[O:16])([O:6][CH:3]1[CH2:4][CH2:5][O:1][CH2:2]1)[O:8][N:9]1[C:13](=[O:14])[CH2:12][CH2:11][C:10]1=[O:15], predict the reactants needed to synthesize it. The reactants are: [O:1]1[CH2:5][CH2:4][CH:3]([OH:6])[CH2:2]1.[C:7](=O)([O:16]N1C(=O)CCC1=O)[O:8][N:9]1[C:13](=[O:14])[CH2:12][CH2:11][C:10]1=[O:15]. (3) Given the product [N+:14]([C:10]1[C:9]([OH:17])=[C:8]([C:4]2[CH:5]=[CH:6][CH:7]=[C:2]([NH:1][S:19]([CH3:18])(=[O:21])=[O:20])[CH:3]=2)[CH:13]=[CH:12][CH:11]=1)([O-:16])=[O:15], predict the reactants needed to synthesize it. The reactants are: [NH2:1][C:2]1[CH:3]=[C:4]([C:8]2[C:9]([OH:17])=[C:10]([N+:14]([O-:16])=[O:15])[CH:11]=[CH:12][CH:13]=2)[CH:5]=[CH:6][CH:7]=1.[CH3:18][S:19](Cl)(=[O:21])=[O:20].O. (4) Given the product [CH3:1][C:2]1([CH2:13][N:14]2[CH2:15][CH2:16][N:17]([C:20]([O:22][CH2:23][C:24]3[CH:25]=[CH:26][C:27]([OH:30])=[CH:28][CH:29]=3)=[O:21])[CH2:18][CH2:19]2)[O:6][C:5]2=[N:7][C:8]([N+:10]([O-:12])=[O:11])=[CH:9][N:4]2[CH2:3]1, predict the reactants needed to synthesize it. The reactants are: [CH3:1][C:2]1([CH2:13][N:14]2[CH2:19][CH2:18][N:17]([C:20]([O:22][CH2:23][C:24]3[CH:29]=[CH:28][C:27]([O:30][Si](C(C)(C)C)(C)C)=[CH:26][CH:25]=3)=[O:21])[CH2:16][CH2:15]2)[O:6][C:5]2=[N:7][C:8]([N+:10]([O-:12])=[O:11])=[CH:9][N:4]2[CH2:3]1.C1COCC1.[F-].C([N+](CCCC)(CCCC)CCCC)CCC. (5) Given the product [ClH:55].[NH:1]1[C:5]2=[N:6][CH:7]=[CH:8][C:9]([O:10][C:11]3[CH:16]=[CH:15][C:14]([NH:17][C:41]4[N:40]=[CH:39][CH:38]=[CH:37][C:42]=4[C:43]([NH:45][C:46]4[CH:51]=[CH:50][C:49]([F:52])=[CH:48][C:47]=4[F:53])=[O:44])=[CH:13][C:12]=3[F:18])=[C:4]2[CH:3]=[CH:2]1, predict the reactants needed to synthesize it. The reactants are: [NH:1]1[C:5]2=[N:6][CH:7]=[CH:8][C:9]([O:10][C:11]3[CH:16]=[CH:15][C:14]([NH2:17])=[CH:13][C:12]=3[F:18])=[C:4]2[CH:3]=[CH:2]1.Cl.N1C2=NC=CC(OC3C=CC(N[C:37]4[C:42]([C:43]([NH:45][C:46]5[CH:51]=[CH:50][C:49]([F:52])=[CH:48][C:47]=5[F:53])=[O:44])=[CH:41][N:40]=[CH:39][CH:38]=4)=CC=3F)=C2C=C1.[Cl:55]C1N=CC=CC=1C(NC1C=CC(F)=CC=1F)=O.